Predict the reaction yield, written as a fraction of the theoretical maximum amount of product (1.0 means a 100% yield; for example, 0.34 means a 34% yield). From a dataset of Reaction yield outcomes from USPTO patents with 853,638 reactions. The reactants are [C:1]([O:5][C:6]([N:8]1[CH2:13][CH2:12][CH:11]([O:14][C:15]2[CH:20]=[CH:19][C:18]([OH:21])=[CH:17][CH:16]=2)[CH2:10][CH2:9]1)=[O:7])([CH3:4])([CH3:3])[CH3:2].Cl[CH2:23][CH2:24][CH2:25][N:26]1[CH2:31][CH2:30][CH2:29][CH2:28][CH2:27]1.C([O-])([O-])=O.[K+].[K+]. The catalyst is CN(C)C=O. The product is [C:1]([O:5][C:6]([N:8]1[CH2:13][CH2:12][CH:11]([O:14][C:15]2[CH:20]=[CH:19][C:18]([O:21][CH2:23][CH2:24][CH2:25][N:26]3[CH2:31][CH2:30][CH2:29][CH2:28][CH2:27]3)=[CH:17][CH:16]=2)[CH2:10][CH2:9]1)=[O:7])([CH3:4])([CH3:2])[CH3:3]. The yield is 0.530.